From a dataset of Peptide-MHC class I binding affinity with 185,985 pairs from IEDB/IMGT. Regression. Given a peptide amino acid sequence and an MHC pseudo amino acid sequence, predict their binding affinity value. This is MHC class I binding data. The peptide sequence is HPLARTAKV. The MHC is HLA-A29:02 with pseudo-sequence HLA-A29:02. The binding affinity (normalized) is 0.0847.